Dataset: Forward reaction prediction with 1.9M reactions from USPTO patents (1976-2016). Task: Predict the product of the given reaction. (1) Given the reactants [CH3:1][O:2][C:3]1[N:11]=[CH:10][CH:9]=[CH:8][C:4]=1[C:5]([OH:7])=O.[C:12](Cl)(=O)[C:13](Cl)=O.[CH2:18](N(CC)CC)[CH3:19].[CH2:25]1[C@@H:27]([NH2:28])[C@@H:26]1[C:29]1[CH:34]=[CH:33][CH:32]=[CH:31][CH:30]=1, predict the reaction product. The product is: [CH3:1][O:2][C:3]1[N:11]=[CH:10][CH:9]=[CH:8][C:4]=1[C:5]([NH:28][CH2:27][C:26]1([C:29]2[CH:30]=[CH:31][CH:32]=[CH:33][CH:34]=2)[CH2:25][CH2:13][CH2:12][CH2:19][CH2:18]1)=[O:7]. (2) Given the reactants C[O:2][C:3](=[O:39])[C:4]1[CH:9]=[CH:8][C:7]([O:10][CH2:11][CH2:12][C:13]2[C:21]3[C:16](=[CH:17][CH:18]=[C:19]([Cl:22])[CH:20]=3)[N:15]([CH:23]([C:30]3[CH:35]=[CH:34][CH:33]=[CH:32][CH:31]=3)[C:24]3[CH:29]=[CH:28][CH:27]=[CH:26][CH:25]=3)[C:14]=2[CH2:36][CH2:37][NH2:38])=[CH:6][CH:5]=1.[C:40]([C:42]1[CH:47]=[CH:46][C:45]([CH2:48][S:49](Cl)(=[O:51])=[O:50])=[CH:44][CH:43]=1)#[N:41], predict the reaction product. The product is: [CH:23]([N:15]1[C:16]2[C:21](=[CH:20][C:19]([Cl:22])=[CH:18][CH:17]=2)[C:13]([CH2:12][CH2:11][O:10][C:7]2[CH:8]=[CH:9][C:4]([C:3]([OH:2])=[O:39])=[CH:5][CH:6]=2)=[C:14]1[CH2:36][CH2:37][NH:38][S:49]([CH2:48][C:45]1[CH:46]=[CH:47][C:42]([C:40]#[N:41])=[CH:43][CH:44]=1)(=[O:51])=[O:50])([C:24]1[CH:25]=[CH:26][CH:27]=[CH:28][CH:29]=1)[C:30]1[CH:35]=[CH:34][CH:33]=[CH:32][CH:31]=1. (3) The product is: [Br:1][C:2]1[CH:3]=[C:4]([Cl:10])[CH:5]=[C:6]([CH:7]([OH:8])[CH2:12][C:11]#[N:13])[CH:9]=1. Given the reactants [Br:1][C:2]1[CH:3]=[C:4]([Cl:10])[CH:5]=[C:6]([CH:9]=1)[CH:7]=[O:8].[C:11](#[N:13])[CH3:12], predict the reaction product. (4) Given the reactants [CH2:1]([C:5]1[N:6]=[C:7]([C:21]2[CH:26]=[CH:25][C:24]([C:27]([F:30])([F:29])[F:28])=[CH:23][CH:22]=2)[S:8][C:9]=1[CH2:10][O:11][C:12]1[CH:17]=[CH:16][C:15]([CH2:18]Cl)=[C:14]([Cl:20])[CH:13]=1)[CH2:2][CH2:3][CH3:4].C([O-])(O)=O.[Na+].C(OCC)(=O)C.[C:42](#[N:44])C, predict the reaction product. The product is: [CH2:1]([C:5]1[N:6]=[C:7]([C:21]2[CH:26]=[CH:25][C:24]([C:27]([F:30])([F:29])[F:28])=[CH:23][CH:22]=2)[S:8][C:9]=1[CH2:10][O:11][C:12]1[CH:17]=[CH:16][C:15]([CH2:18][C:42]#[N:44])=[C:14]([Cl:20])[CH:13]=1)[CH2:2][CH2:3][CH3:4]. (5) The product is: [Cl:16][C:10]1[CH:9]=[C:8]([C:4]2[CH:3]=[C:2]([NH:1][S:24]([C:21]3[CH:22]=[CH:23][C:18]([CH3:17])=[CH:19][CH:20]=3)(=[O:26])=[O:25])[CH:7]=[N:6][CH:5]=2)[CH:15]=[CH:14][C:11]=1[C:12]#[N:13]. Given the reactants [NH2:1][C:2]1[CH:3]=[C:4]([C:8]2[CH:15]=[CH:14][C:11]([C:12]#[N:13])=[C:10]([Cl:16])[CH:9]=2)[CH:5]=[N:6][CH:7]=1.[CH3:17][C:18]1[CH:23]=[CH:22][C:21]([S:24](Cl)(=[O:26])=[O:25])=[CH:20][CH:19]=1, predict the reaction product. (6) Given the reactants [Cl:1][C:2]1[CH:3]=[C:4]([N:9]2[CH:13]=[CH:12][C:11]([CH3:14])=[N:10]2)[CH:5]=[CH:6][C:7]=1[Cl:8].BrN1C(=O)CCC1=O.N(C(C)(C)C#N)=NC(C)(C)C#N.[H-].[Na+].[CH3:37][C:38]1[NH:39][CH:40]=[CH:41][N:42]=1, predict the reaction product. The product is: [ClH:1].[Cl:1][C:2]1[CH:3]=[C:4]([N:9]2[CH:13]=[CH:12][C:11]([CH2:14][N:39]3[CH:40]=[CH:41][N:42]=[C:38]3[CH3:37])=[N:10]2)[CH:5]=[CH:6][C:7]=1[Cl:8]. (7) Given the reactants CC(C)([O-])C.[K+].C1OCCOCCOCCOCCOCCOC1.[CH2:25]([N:27]([CH3:39])[CH:28]=[N:29][C:30]1[CH:35]=[C:34]([CH3:36])[C:33]([OH:37])=[CH:32][C:31]=1[CH3:38])[CH3:26].[CH3:40][O:41][N:42]=[C:43]1[CH2:48][CH2:47][CH2:46][CH2:45][CH:44]1Cl, predict the reaction product. The product is: [CH2:25]([N:27]([CH3:39])[CH:28]=[N:29][C:30]1[CH:35]=[C:34]([CH3:36])[C:33]([O:37][CH:44]2[CH2:45][CH2:46][CH2:47][CH2:48][C:43]2=[N:42][O:41][CH3:40])=[CH:32][C:31]=1[CH3:38])[CH3:26].